Dataset: Full USPTO retrosynthesis dataset with 1.9M reactions from patents (1976-2016). Task: Predict the reactants needed to synthesize the given product. (1) Given the product [CH3:35][NH:36][C:30](=[O:31])[C@@H:29]([O:28][C:26]1[CH:25]=[CH:24][CH:23]=[C:22]2[C:27]=1[C:18]([NH:17][C:13]1[CH:12]=[C:11]3[C:16](=[CH:15][CH:14]=1)[N:8]([CH2:7][C:2]1[CH:3]=[CH:4][CH:5]=[CH:6][N:1]=1)[N:9]=[CH:10]3)=[N:19][CH:20]=[N:21]2)[CH3:34], predict the reactants needed to synthesize it. The reactants are: [N:1]1[CH:6]=[CH:5][CH:4]=[CH:3][C:2]=1[CH2:7][N:8]1[C:16]2[C:11](=[CH:12][C:13]([NH:17][C:18]3[C:27]4[C:22](=[CH:23][CH:24]=[CH:25][C:26]=4[O:28][C@@H:29]([CH3:34])[C:30](OC)=[O:31])[N:21]=[CH:20][N:19]=3)=[CH:14][CH:15]=2)[CH:10]=[N:9]1.[CH3:35][NH2:36]. (2) Given the product [CH2:11]([C:10]1[C:3]2[C:4](=[N:5][CH:6]=[N:7][C:2]=2[C:37]2[CH:36]=[C:35]([C:48]3([CH2:52][NH:53][C:54](=[O:60])[O:55][C:56]([CH3:58])([CH3:57])[CH3:59])[CH2:49][CH2:50][CH2:51]3)[CH:34]=[C:33]([F:32])[CH:38]=2)[N:8]([C:13]([C:26]2[CH:31]=[CH:30][CH:29]=[CH:28][CH:27]=2)([C:14]2[CH:19]=[CH:18][CH:17]=[CH:16][CH:15]=2)[C:20]2[CH:25]=[CH:24][CH:23]=[CH:22][CH:21]=2)[N:9]=1)[CH3:12], predict the reactants needed to synthesize it. The reactants are: Cl[C:2]1[N:7]=[CH:6][N:5]=[C:4]2[N:8]([C:13]([C:26]3[CH:31]=[CH:30][CH:29]=[CH:28][CH:27]=3)([C:20]3[CH:25]=[CH:24][CH:23]=[CH:22][CH:21]=3)[C:14]3[CH:19]=[CH:18][CH:17]=[CH:16][CH:15]=3)[N:9]=[C:10]([CH2:11][CH3:12])[C:3]=12.[F:32][C:33]1[CH:34]=[C:35]([C:48]2([CH2:52][NH:53][C:54](=[O:60])[O:55][C:56]([CH3:59])([CH3:58])[CH3:57])[CH2:51][CH2:50][CH2:49]2)[CH:36]=[C:37](B2OC(C)(C)C(C)(C)O2)[CH:38]=1.C(=O)([O-])[O-].[Na+].[Na+]. (3) Given the product [ClH:34].[CH3:1][C:2]1[N:3]=[C:4]([C:7]2[C:8](=[O:33])[NH:9][C:10](=[O:32])[N:11]([CH2:13][CH2:14][CH2:15][N:16]3[CH2:21][C@H:20]4[C@:18]([C:22]5[CH:27]=[CH:26][C:25]([C:28]([F:31])([F:30])[F:29])=[CH:24][CH:23]=5)([CH2:19]4)[CH2:17]3)[CH:12]=2)[S:5][CH:6]=1, predict the reactants needed to synthesize it. The reactants are: [CH3:1][C:2]1[N:3]=[C:4]([C:7]2[C:8](=[O:33])[NH:9][C:10](=[O:32])[N:11]([CH2:13][CH2:14][CH2:15][N:16]3[CH2:21][C@H:20]4[C@:18]([C:22]5[CH:27]=[CH:26][C:25]([C:28]([F:31])([F:30])[F:29])=[CH:24][CH:23]=5)([CH2:19]4)[CH2:17]3)[CH:12]=2)[S:5][CH:6]=1.[ClH:34]. (4) Given the product [S:1]([OH:5])([OH:4])(=[O:3])=[O:2].[NH2:6][C:7]1[CH:12]=[CH:11][CH:10]=[CH:9][CH:8]=1, predict the reactants needed to synthesize it. The reactants are: [S:1](=[O:5])(=[O:4])([OH:3])[OH:2].[NH2:6][C:7]1[CH:12]=[CH:11][CH:10]=[CH:9][CH:8]=1. (5) Given the product [O:18]1[CH2:19][CH2:14][CH2:15][CH2:16][CH:17]1[O:1][CH2:2][CH2:3][C:4]([O:6][CH2:7][C:8]1[CH:13]=[CH:12][CH:11]=[CH:10][CH:9]=1)=[O:5], predict the reactants needed to synthesize it. The reactants are: [OH:1][CH2:2][CH2:3][C:4]([O:6][CH2:7][C:8]1[CH:13]=[CH:12][CH:11]=[CH:10][CH:9]=1)=[O:5].[CH2:14]1[CH2:19][O:18][CH:17]=[CH:16][CH2:15]1.CC1C=CC(S([O-])(=O)=O)=CC=1.C1C=C[NH+]=CC=1. (6) Given the product [C:1]([C:5]1[CH:6]=[C:7]2[C:12](=[C:13]([F:15])[CH:14]=1)[C:11](=[O:16])[N:10]([C:17]1[C:18]([CH2:19][OH:20])=[C:21]([C:25]3[CH:30]=[C:29]([NH:31][C:32]4[CH:37]=[CH:36][C:35]([N:38]5[CH2:43][C@@H:42]([CH3:44])[N:41]([CH:45]6[CH2:48][O:47][CH2:46]6)[CH2:40][C@@H:39]5[CH3:49])=[CH:34][N:33]=4)[C:28](=[O:50])[N:27]([CH3:51])[CH:26]=3)[CH:22]=[CH:23][N:24]=1)[N:9]=[CH:8]2)([CH3:2])([CH3:3])[CH3:4], predict the reactants needed to synthesize it. The reactants are: [C:1]([C:5]1[CH:6]=[C:7]2[C:12](=[C:13]([F:15])[CH:14]=1)[C:11](=[O:16])[N:10]([C:17]1[N:24]=[CH:23][CH:22]=[C:21]([C:25]3[CH:30]=[C:29]([NH:31][C:32]4[CH:37]=[CH:36][C:35]([N:38]5[CH2:43][C@@H:42]([CH3:44])[N:41]([CH:45]6[CH2:48][O:47][CH2:46]6)[CH2:40][C@@H:39]5[CH3:49])=[CH:34][N:33]=4)[C:28](=[O:50])[N:27]([CH3:51])[CH:26]=3)[C:18]=1[CH:19]=[O:20])[N:9]=[CH:8]2)([CH3:4])([CH3:3])[CH3:2].[BH4-].[Na+].